Dataset: Catalyst prediction with 721,799 reactions and 888 catalyst types from USPTO. Task: Predict which catalyst facilitates the given reaction. (1) Reactant: [F:1][C:2]([F:41])([F:40])[C:3]1[CH:4]=[C:5]([C:13]2([C:36]([F:39])([F:38])[F:37])[O:17][N:16]=[C:15]([C:18]3[CH:23]=[CH:22][C:21]([CH2:24][NH:25][C:26](=[O:34])[CH:27]([S:31][CH2:32][CH3:33])[S:28][CH2:29][CH3:30])=[C:20]([Cl:35])[CH:19]=3)[CH2:14]2)[CH:6]=[C:7]([C:9]([F:12])([F:11])[F:10])[CH:8]=1.ClC1C=CC=C(C(OO)=[O:50])C=1.S([O-])(O)=O.[Na+]. Product: [F:10][C:9]([F:12])([F:11])[C:7]1[CH:6]=[C:5]([C:13]2([C:36]([F:38])([F:37])[F:39])[O:17][N:16]=[C:15]([C:18]3[CH:23]=[CH:22][C:21]([CH2:24][NH:25][C:26](=[O:34])[CH:27]([S:28]([CH2:29][CH3:30])=[O:50])[S:31][CH2:32][CH3:33])=[C:20]([Cl:35])[CH:19]=3)[CH2:14]2)[CH:4]=[C:3]([C:2]([F:40])([F:1])[F:41])[CH:8]=1. The catalyst class is: 4. (2) Reactant: [Cl:1][C:2]1[N:10]=[CH:9][N:8]=[C:7]2[C:3]=1[N:4]=[CH:5][N:6]2[C@@H:11]1[O:21][C@H:20]2[C@@H:13]([O:14][Si:15]([CH:31]([CH3:33])[CH3:32])([CH:28]([CH3:30])[CH3:29])[O:16][Si:17]([CH:25]([CH3:27])[CH3:26])([CH:22]([CH3:24])[CH3:23])[O:18][CH2:19]2)[C@@H:12]1[OH:34].[C:35]([O-])([O-])=O.[Cs+].[Cs+].CI. Product: [Cl:1][C:2]1[N:10]=[CH:9][N:8]=[C:7]2[C:3]=1[N:4]=[CH:5][N:6]2[C@@H:11]1[O:21][C@H:20]2[C@@H:13]([O:14][Si:15]([CH:28]([CH3:30])[CH3:29])([CH:31]([CH3:33])[CH3:32])[O:16][Si:17]([CH:25]([CH3:26])[CH3:27])([CH:22]([CH3:23])[CH3:24])[O:18][CH2:19]2)[C@@H:12]1[O:34][CH3:35]. The catalyst class is: 85. (3) Reactant: [OH-].[Na+].[CH3:3][CH2:4][O:5][C:6]([C:8]1[C@H:13]([C:14]2[C:19]([Cl:20])=[CH:18][CH:17]=[CH:16][CH:15]=2)[C:12]([C:21]([O:23][CH3:24])=[O:22])=[C:11]([CH3:25])[NH:10][C:9]=1[CH2:26][O:27][CH2:28][CH2:29][NH2:30])=[O:7].C([C@H]([C@@H](C([O-])=O)O)O)([O-])=O. Product: [CH3:3][CH2:4][O:5][C:6]([C:8]1[C@H:13]([C:14]2[C:19]([Cl:20])=[CH:18][CH:17]=[CH:16][CH:15]=2)[C:12]([C:21]([O:23][CH3:24])=[O:22])=[C:11]([CH3:25])[NH:10][C:9]=1[CH2:26][O:27][CH2:28][CH2:29][NH2:30])=[O:7]. The catalyst class is: 4.